Dataset: Experimentally validated miRNA-target interactions with 360,000+ pairs, plus equal number of negative samples. Task: Binary Classification. Given a miRNA mature sequence and a target amino acid sequence, predict their likelihood of interaction. (1) The miRNA is hsa-miR-151a-3p with sequence CUAGACUGAAGCUCCUUGAGG. The protein sequence of the target gene is MAFVTRQFMRSVSSSSTASASAKKIIVKHVTVIGGGLMGAGIAQVAAATGHTVVLVDQTEDILAKSKKGIEESLRKVAKKKFAENLKAGDEFVEKTLSTIATSTDAASVVHSTDLVVEAIVENLKVKNELFKRLDKFAAEHTIFASNTSSLQITSIANATTRQDRFAGLHFFNPVPVMKLVEVIKTPMTSQKTFESLVDFSKALGKHPVSCKDTPGFIVNRLLVPYLMEAIRLYERGDASKEDIDTAMKLGAGYPMGPFELLDYVGLDTTKFIVDGWHEMDAENPLHQPSPSLNKLVAEN.... Result: 1 (interaction). (2) The miRNA is hsa-miR-26a-2-3p with sequence CCUAUUCUUGAUUACUUGUUUC. The protein sequence of the target gene is MAVFRSGLLVLTTPLATLAARLPPILTSASRLVNHTLYVHLQPGMNLGGPAQPQASPVQATFEVLDFITHLYTGADLHRHLDVRILLTNIQTKSTFLPVLSSVQNLAHPPEVVLTDFQTLDGSQYNPVKQQLERYATSCYSCSPQLASVLLYPDYGTGELPLEPPNALLPSTIRPASPVARSPRQPVRGYHRGAVGGTFDRLHNAHKVLLSVACVLAQEQLVVGVADKDLLKSKLLPELLQPYAERVEHLTEFLVDIKPSLTFELVPLLDPYGPAGSDPTLEFLVVSEETYRGGMAVNRF.... Result: 0 (no interaction). (3) The miRNA is hsa-miR-1304-3p with sequence UCUCACUGUAGCCUCGAACCCC. The protein sequence of the target gene is MAGLARGDSRGRPPELPGDLSSQEEEEEEGDSDAGASSLGSYSSASSDTDVEPEWLDSVQKNGELFYLELSEDEEESLLPETQTANHVNHVRFSDKEVIIEEDDSRERKKSEPKLRRFTKILKSKSLLPRRHHKKSSSNNGPVSILKHQSSQKTGVTVQQRYKDVTVYINPRKLTAIKAREQVKLLEVLVGIIHQTKRSWKRSAKQADGERLVVHGLLPGGSAMKSGQVLVGDVLVAVNDVDVTSENIERVLSCIPGPMQVKLTFENAYAVKRETAQPQKKKAQSSTQDLVKLLCGSEAD.... Result: 0 (no interaction). (4) The miRNA is hsa-miR-7977 with sequence UUCCCAGCCAACGCACCA. The protein sequence of the target gene is MGLCFPCPGESAPPTPDLEEKRAKLAEAAERRQKEAASRGILDVQSVQEKRKKKEKIEKQIATSGPPPEGGLRWTVS. Result: 1 (interaction). (5) The miRNA is mmu-miR-1955-3p with sequence GAGCAUUGCAUGCUGGGACAU. The protein sequence of the target gene is MASAMRGEKCERSRIRELVLILSLITMAGDSRATPFDPSFFIEGVQSEVVNPFNRTILNRFNLTEEQILSIQNRSNPNMRDDSAQSSNQQYLQQVATQRLNDIFKRVQKAISNEPNGSASKEKAGFPICNAETTNPEDWSLGNNVTLQFASSVFISNNDDRLSSALLRLYKTNPGQTREHNPGQASTQPISTENPGNTAPNCAEQPPVGPQIRVTVSIVHQQRKKQRKKRTCNTAMLSSSSTGWVEIDVKCALAYWEQQHRQQLRQQQPLQPQLTASVVGILMIEVHDDEENLLRPGLYF.... Result: 0 (no interaction). (6) The miRNA is hsa-miR-4748 with sequence GAGGUUUGGGGAGGAUUUGCU. The protein sequence of the target gene is MTILLNSSLQRATFFLTGFQGLEGLHGWISIPFCFIYLTVILGNLTILHVICTDATLHGPMYYFLGMLAVTDLGLCLSTLPTVLGIFWFDTREIGIPACFTQLFFIHTLSSMESSVLLSMSIDRYVAVCNPLHDSTVLTPACIVKMGLSSVLRSALLILPLPFLLKRFQYCHSHVLAHAYCLHLEIMKLACSSIIVNHIYGLFVVACTVGVDSLLIFLSYALILRTVLSIASHQERLRALNTCVSHICAVLLFYIPMIGLSLVHRFGEHLPRVVHLFMSYVYLLVPPLMNPIIYSIKTKQ.... Result: 0 (no interaction). (7) The miRNA is hsa-miR-6875-3p with sequence AUUCUUCCUGCCCUGGCUCCAU. The protein sequence of the target gene is MEKEKGNDDGIPDQENSLDFSEHFNQLELLETHGHLIPTGTQSLWVGNSDEDEEQDDKNEEWYRLQEKKMEKDPSRLLLWAAEKNRLTTVRRLLSEKATHVNTRDEDEYTPLHRAAYSGHLDIVQELIAQGADVHAVTVDGWTPLHSACKWNNTRVASFLLQHDADINAQTKGLLTPLHLAAGNRDSKDTLELLLMNRYVKPGLKNNLEETAFDIARRTSIYHYLFEIVEGCTNSSPQS. Result: 1 (interaction).